This data is from Full USPTO retrosynthesis dataset with 1.9M reactions from patents (1976-2016). The task is: Predict the reactants needed to synthesize the given product. (1) Given the product [F:9][C:8]1[C:3]([C:1]#[C:2][C:18]2[CH:19]=[CH:20][C:21]([O:22][CH2:23][CH2:24][N:25]3[CH2:26][CH2:27][CH:28]([CH3:31])[CH2:29][CH2:30]3)=[CH:32][CH:33]=2)=[N:4][CH:5]=[C:6]([C:10]2[CH2:15][CH2:14][CH:13]([CH3:16])[CH2:12][CH:11]=2)[CH:7]=1, predict the reactants needed to synthesize it. The reactants are: [C:1]([C:3]1[C:8]([F:9])=[CH:7][C:6]([C:10]2[CH2:15][CH2:14][CH:13]([CH3:16])[CH2:12][CH:11]=2)=[CH:5][N:4]=1)#[CH:2].I[C:18]1[CH:33]=[CH:32][C:21]([O:22][CH2:23][CH2:24][N:25]2[CH2:30][CH2:29][CH:28]([CH3:31])[CH2:27][CH2:26]2)=[CH:20][CH:19]=1. (2) The reactants are: [NH2:1][C:2]1[N:3]=[CH:4][C:5]([C:21]2[CH:31]=[CH:30][C:24]([C:25]([N:27]([CH3:29])[CH3:28])=[O:26])=[CH:23][CH:22]=2)=[N:6][C:7]=1[C:8](=O)[NH:9][NH:10][C:11]([C:13]1[CH:18]=[CH:17][CH:16]=[C:15]([NH2:19])[N:14]=1)=[O:12].CCN(C(C)C)C(C)C.BrP(Br)(C1C=CC=CC=1)(C1C=CC=CC=1)C1C=CC=CC=1.CCOCC. Given the product [NH2:1][C:2]1[N:3]=[CH:4][C:5]([C:21]2[CH:22]=[CH:23][C:24]([C:25]([N:27]([CH3:28])[CH3:29])=[O:26])=[CH:30][CH:31]=2)=[N:6][C:7]=1[C:8]1[O:12][C:11]([C:13]2[CH:18]=[CH:17][CH:16]=[C:15]([NH2:19])[N:14]=2)=[N:10][N:9]=1, predict the reactants needed to synthesize it. (3) The reactants are: C[O:2][C:3](=O)[C:4]1[CH:9]=[C:8]([O:10][CH2:11][CH2:12][CH3:13])[CH:7]=[CH:6][C:5]=1[I:14].[OH-].[Na+].Cl.C1N=C[N:21](C(N2C=NC=C2)=O)C=1.N. Given the product [I:14][C:5]1[CH:6]=[CH:7][C:8]([O:10][CH2:11][CH2:12][CH3:13])=[CH:9][C:4]=1[C:3]([NH2:21])=[O:2], predict the reactants needed to synthesize it.